This data is from NCI-60 drug combinations with 297,098 pairs across 59 cell lines. The task is: Regression. Given two drug SMILES strings and cell line genomic features, predict the synergy score measuring deviation from expected non-interaction effect. (1) Drug 1: C1CN1C2=NC(=NC(=N2)N3CC3)N4CC4. Drug 2: CC1C(C(CC(O1)OC2CC(OC(C2O)C)OC3=CC4=CC5=C(C(=O)C(C(C5)C(C(=O)C(C(C)O)O)OC)OC6CC(C(C(O6)C)O)OC7CC(C(C(O7)C)O)OC8CC(C(C(O8)C)O)(C)O)C(=C4C(=C3C)O)O)O)O. Cell line: DU-145. Synergy scores: CSS=67.9, Synergy_ZIP=-1.11, Synergy_Bliss=-0.365, Synergy_Loewe=-3.13, Synergy_HSA=0.0498. (2) Drug 1: C1=CC(=CC=C1CCC2=CNC3=C2C(=O)NC(=N3)N)C(=O)NC(CCC(=O)O)C(=O)O. Drug 2: CC1=C(C=C(C=C1)C(=O)NC2=CC(=CC(=C2)C(F)(F)F)N3C=C(N=C3)C)NC4=NC=CC(=N4)C5=CN=CC=C5. Cell line: HL-60(TB). Synergy scores: CSS=42.7, Synergy_ZIP=1.37, Synergy_Bliss=-2.87, Synergy_Loewe=-27.3, Synergy_HSA=-7.30. (3) Drug 1: C1CC(=O)NC(=O)C1N2CC3=C(C2=O)C=CC=C3N. Drug 2: COC1=NC(=NC2=C1N=CN2C3C(C(C(O3)CO)O)O)N. Cell line: MDA-MB-435. Synergy scores: CSS=2.65, Synergy_ZIP=2.99, Synergy_Bliss=4.58, Synergy_Loewe=2.79, Synergy_HSA=0.552. (4) Drug 1: C1=CC=C(C=C1)NC(=O)CCCCCCC(=O)NO. Drug 2: N.N.Cl[Pt+2]Cl. Cell line: MDA-MB-435. Synergy scores: CSS=31.8, Synergy_ZIP=-2.00, Synergy_Bliss=2.61, Synergy_Loewe=-6.61, Synergy_HSA=1.59. (5) Drug 1: CS(=O)(=O)C1=CC(=C(C=C1)C(=O)NC2=CC(=C(C=C2)Cl)C3=CC=CC=N3)Cl. Drug 2: C1=NC2=C(N=C(N=C2N1C3C(C(C(O3)CO)O)F)Cl)N. Cell line: NCI-H322M. Synergy scores: CSS=9.38, Synergy_ZIP=-3.28, Synergy_Bliss=-2.61, Synergy_Loewe=-8.51, Synergy_HSA=-4.04. (6) Drug 1: C1CCN(CC1)CCOC2=CC=C(C=C2)C(=O)C3=C(SC4=C3C=CC(=C4)O)C5=CC=C(C=C5)O. Drug 2: C1=CC(=CC=C1C#N)C(C2=CC=C(C=C2)C#N)N3C=NC=N3. Cell line: ACHN. Synergy scores: CSS=5.49, Synergy_ZIP=3.92, Synergy_Bliss=-3.34, Synergy_Loewe=-3.59, Synergy_HSA=-5.46.